From a dataset of Forward reaction prediction with 1.9M reactions from USPTO patents (1976-2016). Predict the product of the given reaction. (1) Given the reactants Cl[C:2]1[N:6]([CH3:7])[N:5]=[CH:4][C:3]=1[NH:8][C:9]([C:11]1[N:12]=[C:13]([C:24]2[C:29](F)=[CH:28][CH:27]=[CH:26][C:25]=2[F:31])[S:14][C:15]=1[NH:16][C:17](=[O:23])[O:18][C:19]([CH3:22])([CH3:21])[CH3:20])=[O:10].F[C:33]1(C2N(C)N=CC=2[N+]([O-])=O)[CH2:39][CH2:38][CH:37]([NH:40][C:41](=[O:47])[O:42][C:43]([CH3:46])([CH3:45])[CH3:44])[CH:36]([OH:48])[CH2:35][CH2:34]1, predict the reaction product. The product is: [C:19]([O:18][C:17]([NH:16][C:15]1[S:14][C:13]([C:24]2[CH:29]=[CH:28][CH:27]=[CH:26][C:25]=2[F:31])=[N:12][C:11]=1[C:9]([NH:8][C:3]1[CH:4]=[N:5][N:6]([CH3:7])[C:2]=1[C:33]12[O:48][CH:36]([CH2:35][CH2:34]1)[CH:37]([NH:40][C:41](=[O:47])[O:42][C:43]([CH3:46])([CH3:45])[CH3:44])[CH2:38][CH2:39]2)=[O:10])=[O:23])([CH3:22])([CH3:21])[CH3:20]. (2) Given the reactants [NH2:1][C:2]1[CH:7]=[CH:6][C:5]([C:8]2([C:14]#[N:15])[CH2:13][CH2:12][CH2:11][CH2:10][CH2:9]2)=[CH:4][C:3]=1Br.[CH3:17][C:18]1([CH3:27])[CH2:23][CH2:22][C:21](B(O)O)=[CH:20][CH2:19]1.C([O-])([O-])=O.[Na+].[Na+], predict the reaction product. The product is: [NH2:1][C:2]1[CH:7]=[CH:6][C:5]([C:8]2([C:14]#[N:15])[CH2:13][CH2:12][CH2:11][CH2:10][CH2:9]2)=[CH:4][C:3]=1[C:21]1[CH2:22][CH2:23][C:18]([CH3:27])([CH3:17])[CH2:19][CH:20]=1. (3) Given the reactants [F:1][C:2]1[C:10]2[N:9]=[C:8]([O:11][C@H:12]3[C@H:16]4[O:17][CH2:18][C@@H:19]([OH:20])[C@H:15]4[O:14][CH2:13]3)[NH:7][C:6]=2[CH:5]=[C:4]([F:21])[C:3]=1I.CC1(C)C(C)(C)OB([C:31]2[CH:36]=[CH:35][C:34]([C:37]3([OH:41])[CH2:40][CH2:39][CH2:38]3)=[CH:33][CH:32]=2)O1.[OH-].[Li+].CCOC(C)=O, predict the reaction product. The product is: [F:1][C:2]1[C:10]2[N:9]=[C:8]([O:11][C@H:12]3[C@H:16]4[O:17][CH2:18][C@@H:19]([OH:20])[C@H:15]4[O:14][CH2:13]3)[NH:7][C:6]=2[CH:5]=[C:4]([F:21])[C:3]=1[C:31]1[CH:36]=[CH:35][C:34]([C:37]2([OH:41])[CH2:40][CH2:39][CH2:38]2)=[CH:33][CH:32]=1. (4) Given the reactants [H-].[Na+].[Cl:3][C:4]1[C:12]2[N:11]=[C:10]3[N:13]([C:17]4[CH:22]=[CH:21][C:20]([Cl:23])=[CH:19][C:18]=4[Cl:24])[CH2:14][CH2:15][CH2:16][N:9]3[C:8]=2[C:7]([C:25]([CH:30]2[CH2:32][CH2:31]2)([CH:27]2[CH2:29][CH2:28]2)[OH:26])=[CH:6][CH:5]=1.[CH3:33]I, predict the reaction product. The product is: [Cl:3][C:4]1[C:12]2[N:11]=[C:10]3[N:13]([C:17]4[CH:22]=[CH:21][C:20]([Cl:23])=[CH:19][C:18]=4[Cl:24])[CH2:14][CH2:15][CH2:16][N:9]3[C:8]=2[C:7]([C:25]([CH:30]2[CH2:32][CH2:31]2)([CH:27]2[CH2:29][CH2:28]2)[O:26][CH3:33])=[CH:6][CH:5]=1. (5) Given the reactants [CH3:1][N:2]1[C:6]([C:7]2[CH:8]=[N:9][CH:10]=[CH:11][CH:12]=2)=[N:5][NH:4][C:3]1=[S:13].Br[CH2:15][CH2:16][CH2:17][Cl:18].C(O)(=O)C, predict the reaction product. The product is: [Cl:18][CH2:17][CH2:16][CH2:15][S:13][C:3]1[N:2]([CH3:1])[C:6]([C:7]2[CH:8]=[N:9][CH:10]=[CH:11][CH:12]=2)=[N:5][N:4]=1. (6) Given the reactants Cl[C:2]1[N:10]=[C:9](Cl)[CH:8]=[CH:7][C:3]=1[C:4]([NH2:6])=[O:5].[O:12]([C:19]1[CH:24]=[CH:23][C:22]([OH:25])=[CH:21][CH:20]=1)[C:13]1[CH:18]=[CH:17][CH:16]=[CH:15][CH:14]=1.[NH:26]1[CH2:31][CH2:30][CH2:29][CH:28]([CH2:32][NH:33][C:34](=[O:40])OC(C)(C)C)[CH2:27]1.[C:41](O)(=O)[CH:42]=C, predict the reaction product. The product is: [C:34]([NH:33][CH2:32][CH:28]1[CH2:29][CH2:30][CH2:31][N:26]([C:9]2[CH:8]=[CH:7][C:3]([C:4]([NH2:6])=[O:5])=[C:2]([O:25][C:22]3[CH:21]=[CH:20][C:19]([O:12][C:13]4[CH:18]=[CH:17][CH:16]=[CH:15][CH:14]=4)=[CH:24][CH:23]=3)[N:10]=2)[CH2:27]1)(=[O:40])[CH:41]=[CH2:42].